From a dataset of Full USPTO retrosynthesis dataset with 1.9M reactions from patents (1976-2016). Predict the reactants needed to synthesize the given product. (1) Given the product [CH2:27]([O:26][C:25](=[O:29])[NH:24][CH:7]1[CH2:8][CH2:9][C:10]2[C:15](=[CH:14][C:13]([CH2:16][CH2:17][S:18][CH2:21][CH2:22][CH3:23])=[CH:12][CH:11]=2)[CH:6]1[CH2:5][C:4]1[CH:3]=[CH:2][CH:32]=[CH:31][CH:30]=1)[CH3:28], predict the reactants needed to synthesize it. The reactants are: Cl[C:2]1[CH:3]=[C:4]([CH:30]=[CH:31][CH:32]=1)[CH2:5][CH:6]1[C:15]2[C:10](=[CH:11][CH:12]=[C:13]([CH2:16][CH2:17][S:18]([CH2:21][CH2:22][CH3:23])(=O)=O)[CH:14]=2)[CH2:9][CH2:8][CH:7]1[NH:24][C:25](=[O:29])[O:26][CH2:27][CH3:28].C([O-])=O.[NH4+]. (2) Given the product [NH2:10][C:11]1[CH:16]=[CH:15][C:14]([C:17]([C:25]2[CH:26]=[CH:27][C:28]([Cl:31])=[CH:29][CH:30]=2)([OH:18])[C:19]2[N:23]([CH3:24])[CH:22]=[N:21][CH:20]=2)=[CH:13][C:12]=1[C:8]([C:4]1[CH:5]=[CH:6][CH:7]=[C:2]([Cl:1])[CH:3]=1)=[O:9], predict the reactants needed to synthesize it. The reactants are: [Cl:1][C:2]1[CH:3]=[C:4]([C:8]2[O:9][N:10]=[C:11]3[CH:16]=[CH:15][C:14]([C:17]([C:25]4[CH:30]=[CH:29][C:28]([Cl:31])=[CH:27][CH:26]=4)([C:19]4[N:23]([CH3:24])[CH:22]=[N:21][CH:20]=4)[OH:18])=[CH:13][C:12]=23)[CH:5]=[CH:6][CH:7]=1.C([O-])([O-])=O.[K+].[K+]. (3) Given the product [Cl:27][C:28]1[CH:29]=[CH:30][C:20]([C:8]2[CH2:9][CH2:10][N:11]([C:13]([O:15][C:16]([CH3:17])([CH3:18])[CH3:19])=[O:14])[CH2:12][C:7]=2[C:37]([O:38][CH2:43][CH3:44])=[O:40])=[CH:32][CH:33]=1, predict the reactants needed to synthesize it. The reactants are: FC(F)(F)S(O[C:7]1[CH2:12][N:11]([C:13]([O:15][C:16]([CH3:19])([CH3:18])[CH3:17])=[O:14])[CH2:10][CH2:9][C:8]=1[C:20](OCC)=O)(=O)=O.[Cl:27][C:28]1[CH:33]=[CH:32]C(B(O)O)=[CH:30][CH:29]=1.[C:37](=[O:40])([O-])[O-:38].[Na+].[Na+].[C:43]1(C)C=CC=C[CH:44]=1.C(O)C. (4) Given the product [C:1]([C:4]1[C:30](=[O:31])[C@@:8]2([CH3:32])[C:9]3[C:15]([O:16][CH3:17])=[CH:14][C:13]([O:18][CH3:19])=[C:12]([C:20]([OH:22])=[O:21])[C:10]=3[O:11][C:7]2=[CH:6][C:5]=1[OH:33])(=[O:3])[CH3:2], predict the reactants needed to synthesize it. The reactants are: [C:1]([C:4]1[C:30](=[O:31])[C@@:8]2([CH3:32])[C:9]3[C:15]([O:16][CH3:17])=[CH:14][C:13]([O:18][CH3:19])=[C:12]([C:20]([O:22]CC4C=CC=CC=4)=[O:21])[C:10]=3[O:11][C:7]2=[CH:6][C:5]=1[OH:33])(=[O:3])[CH3:2].[H][H].